The task is: Predict which catalyst facilitates the given reaction.. This data is from Catalyst prediction with 721,799 reactions and 888 catalyst types from USPTO. Reactant: [OH:1][C:2]1[CH:3]=[C:4]2[C:9](=[CH:10][C:11]=1[O:12][CH3:13])[C:8]([CH2:14][C:15]1[CH:20]=[CH:19][CH:18]=[C:17]([O:21][CH2:22][CH3:23])[CH:16]=1)=[N:7][CH:6]=[C:5]2[CH:24]=[O:25].C(=O)([O-])[O-].[K+].[K+].[Br:32][CH2:33][CH2:34][CH2:35]Br. Product: [Br:32][CH2:33][CH2:34][CH2:35][O:1][C:2]1[CH:3]=[C:4]2[C:9](=[CH:10][C:11]=1[O:12][CH3:13])[C:8]([CH2:14][C:15]1[CH:20]=[CH:19][CH:18]=[C:17]([O:21][CH2:22][CH3:23])[CH:16]=1)=[N:7][CH:6]=[C:5]2[CH:24]=[O:25]. The catalyst class is: 9.